Dataset: Experimentally validated miRNA-target interactions with 360,000+ pairs, plus equal number of negative samples. Task: Binary Classification. Given a miRNA mature sequence and a target amino acid sequence, predict their likelihood of interaction. The miRNA is dme-miR-313-3p with sequence UAUUGCACUUUUCACAGCCCGA. The protein sequence of the target gene is MLYLIGLGLGDAKDITVKGLEVVRRCSRVYLEAYTSVLTVGKEALEEFYGRKLVVADREEVEQEADNILKDADISDVAFLVVGDPFGATTHSDLVLRATKLGIPYRVIHNASIMNAVGCCGLQLYKFGETVSIVFWTDTWRPESFFDKVKKNRQNGMHTLCLLDIKVKEQSLENLIKGRKIYEPPRYMSVNQAAQQLLEIVQNQRIRGEEPAVTEETLCVGLARVGADDQKIAAGTLRQMCTVDLGEPLHSLIITGGSIHPMEMEMLSLFSIPENSSESQSINGL. Result: 0 (no interaction).